Dataset: Catalyst prediction with 721,799 reactions and 888 catalyst types from USPTO. Task: Predict which catalyst facilitates the given reaction. (1) The catalyst class is: 3. Reactant: CN(C(ON1N=NC2C=CC=NC1=2)=[N+](C)C)C.F[P-](F)(F)(F)(F)F.[OH:25][C:26]([C:28](F)(F)F)=O.[CH2:32]([O:39][N:40]1[C:46](=[O:47])[N:45]2[CH2:48][C@H:41]1[CH2:42][CH2:43][C@H:44]2[C:49]([NH:51][NH2:52])=[O:50])[C:33]1[CH:38]=[CH:37][CH:36]=[CH:35][CH:34]=1.C(O)(=O)C.CCN(C(C)C)C(C)C. Product: [C:26]([NH:52][NH:51][C:49]([C@@H:44]1[CH2:43][CH2:42][C@@H:41]2[CH2:48][N:45]1[C:46](=[O:47])[N:40]2[O:39][CH2:32][C:33]1[CH:38]=[CH:37][CH:36]=[CH:35][CH:34]=1)=[O:50])(=[O:25])[CH3:28]. (2) Reactant: [Cl:1][C:2]1[CH:7]=[CH:6][CH:5]=[C:4]([Cl:8])[C:3]=1[CH:9]1[C:14]([C:15]([O:17][CH3:18])=[O:16])=[C:13]([CH2:19][CH2:20][C:21]2[S:22][CH:23]=[CH:24][N:25]=2)[NH:12][C:11]([CH2:26][C:27]([O:29]CC)=[O:28])=[C:10]1[C:32]([O:34][CH2:35][CH3:36])=[O:33].O.CCOCC. Product: [Cl:8][C:4]1[CH:5]=[CH:6][CH:7]=[C:2]([Cl:1])[C:3]=1[CH:9]1[C:14]([C:15]([O:17][CH3:18])=[O:16])=[C:13]([CH2:19][CH2:20][C:21]2[S:22][CH:23]=[CH:24][N:25]=2)[NH:12][C:11]([CH2:26][C:27]([OH:29])=[O:28])=[C:10]1[C:32]([O:34][CH2:35][CH3:36])=[O:33]. The catalyst class is: 12. (3) Reactant: [CH3:1][C:2]1[CH:7]=[CH:6][C:5]([C:8]2[O:12][N:11]=[CH:10][C:9]=2[C:13](Cl)=[O:14])=[CH:4][CH:3]=1.[CH2:16]([C:23]1([OH:29])[CH2:28][CH2:27][NH:26][CH2:25][CH2:24]1)[C:17]1[CH:22]=[CH:21][CH:20]=[CH:19][CH:18]=1. Product: [CH2:16]([C:23]1([OH:29])[CH2:28][CH2:27][N:26]([C:13]([C:9]2[CH:10]=[N:11][O:12][C:8]=2[C:5]2[CH:6]=[CH:7][C:2]([CH3:1])=[CH:3][CH:4]=2)=[O:14])[CH2:25][CH2:24]1)[C:17]1[CH:18]=[CH:19][CH:20]=[CH:21][CH:22]=1. The catalyst class is: 4. (4) Reactant: [CH3:1][O:2][C:3]1[CH:4]=[CH:5][C:6]2[N:10]([CH3:11])[C:9](=[O:12])[N:8]([CH2:13][C@H:14]3[CH2:19][CH2:18][C@H:17]([C:20](O)=[O:21])[CH2:16][CH2:15]3)[C:7]=2[CH:23]=1.C[N:25]1CCOCC1.[NH4+].[OH-].CCOC(C)=O. Product: [CH3:1][O:2][C:3]1[CH:4]=[CH:5][C:6]2[N:10]([CH3:11])[C:9](=[O:12])[N:8]([CH2:13][C@H:14]3[CH2:15][CH2:16][C@H:17]([C:20]([NH2:25])=[O:21])[CH2:18][CH2:19]3)[C:7]=2[CH:23]=1. The catalyst class is: 182. (5) Reactant: N1C=CN=C1.[S:6]1[CH:10]=[CH:9][C:8]([CH2:11][OH:12])=[CH:7]1.[C:13]([Si:17](Cl)([C:24]1[CH:29]=[CH:28][CH:27]=[CH:26][CH:25]=1)[C:18]1[CH:23]=[CH:22][CH:21]=[CH:20][CH:19]=1)([CH3:16])([CH3:15])[CH3:14]. Product: [C:13]([Si:17]([C:24]1[CH:29]=[CH:28][CH:27]=[CH:26][CH:25]=1)([C:18]1[CH:19]=[CH:20][CH:21]=[CH:22][CH:23]=1)[O:12][CH2:11][C:8]1[CH:9]=[CH:10][S:6][CH:7]=1)([CH3:16])([CH3:14])[CH3:15]. The catalyst class is: 3. (6) Reactant: [Br:1][C:2]1[C:3](=[O:22])[N:4]([C:16]2[CH:21]=[CH:20][CH:19]=[CH:18][CH:17]=2)[N:5]([CH3:15])[C:6]=1[CH2:7][N:8]1[CH2:13][CH2:12][CH:11]([OH:14])[CH2:10][CH2:9]1.[C:23]1([CH3:32])[CH:28]=[CH:27][C:26]([N:29]=[C:30]=[O:31])=[CH:25][CH:24]=1.C(O)C(N)(CO)CO. Product: [Br:1][C:2]1[C:3](=[O:22])[N:4]([C:16]2[CH:21]=[CH:20][CH:19]=[CH:18][CH:17]=2)[N:5]([CH3:15])[C:6]=1[CH2:7][N:8]1[CH2:13][CH2:12][CH:11]([O:14][C:30](=[O:31])[NH:29][C:26]2[CH:27]=[CH:28][C:23]([CH3:32])=[CH:24][CH:25]=2)[CH2:10][CH2:9]1. The catalyst class is: 2.